From a dataset of Forward reaction prediction with 1.9M reactions from USPTO patents (1976-2016). Predict the product of the given reaction. (1) The product is: [CH2:10]1[CH2:9][NH:8][CH:7]([C:3]2[CH:2]=[CH:1][CH:6]=[N:5][CH:4]=2)[CH2:11]1. Given the reactants [CH:1]1[CH:6]=[N:5][CH:4]=[C:3]([C:7]2[CH2:11][CH2:10][CH2:9][N:8]=2)[CH:2]=1, predict the reaction product. (2) Given the reactants [O:1]1[CH2:6]C[CH2:4][O:3][CH:2]1[C:7]1[CH:8]=[CH:9][C:10]([C:13]2[S:21][C:20]3[C:15](=[N:16][CH:17]=[CH:18][C:19]=3[O:22][C:23]3[CH:28]=[CH:27][C:26]([N+:29]([O-:31])=[O:30])=[CH:25][C:24]=3[F:32])[CH:14]=2)=[N:11][CH:12]=1.O1CCOC1C1C=CC(C2SC3C(=NC=CC=3Cl)C=2)=NC=1, predict the reaction product. The product is: [O:1]1[CH2:6][CH2:4][O:3][CH:2]1[C:7]1[CH:8]=[CH:9][C:10]([C:13]2[S:21][C:20]3[C:15](=[N:16][CH:17]=[CH:18][C:19]=3[O:22][C:23]3[CH:28]=[CH:27][C:26]([N+:29]([O-:31])=[O:30])=[CH:25][C:24]=3[F:32])[CH:14]=2)=[N:11][CH:12]=1. (3) The product is: [F:34][C:35]1[CH:36]=[C:37]([N:50]2[CH2:55][CH2:54][N:53]([C:56]([O:58][C:59]([CH3:62])([CH3:61])[CH3:60])=[O:57])[CH2:52][CH2:51]2)[CH:38]=[CH:39][C:40]=1[C:2]1[CH:3]=[C:4]2[C:10]([C:11]3[CH:12]=[N:13][N:14]([CH2:16][C:17]4[CH:22]=[CH:21][CH:20]=[C:19]([F:23])[CH:18]=4)[CH:15]=3)=[CH:9][N:8]([S:24]([C:27]3[CH:28]=[CH:29][C:30]([CH3:31])=[CH:32][CH:33]=3)(=[O:25])=[O:26])[C:5]2=[N:6][CH:7]=1. Given the reactants Br[C:2]1[CH:3]=[C:4]2[C:10]([C:11]3[CH:12]=[N:13][N:14]([CH2:16][C:17]4[CH:22]=[CH:21][CH:20]=[C:19]([F:23])[CH:18]=4)[CH:15]=3)=[CH:9][N:8]([S:24]([C:27]3[CH:33]=[CH:32][C:30]([CH3:31])=[CH:29][CH:28]=3)(=[O:26])=[O:25])[C:5]2=[N:6][CH:7]=1.[F:34][C:35]1[CH:36]=[C:37]([N:50]2[CH2:55][CH2:54][N:53]([C:56]([O:58][C:59]([CH3:62])([CH3:61])[CH3:60])=[O:57])[CH2:52][CH2:51]2)[CH:38]=[CH:39][C:40]=1B1OC(C)(C)C(C)(C)O1.C(=O)([O-])[O-].[Na+].[Na+], predict the reaction product. (4) Given the reactants [OH:1][C:2]1[CH:11]=[C:10]2[C:5]([C:6]([O:12][C:13]3[CH:14]=[C:15]4[C:19](=[CH:20][CH:21]=3)[NH:18][C:17]([CH3:22])=[CH:16]4)=[N:7][CH:8]=[N:9]2)=[CH:4][CH:3]=1.O[CH2:24][CH2:25][N:26]1[CH2:31][CH2:30][O:29][CH2:28][CH2:27]1, predict the reaction product. The product is: [CH3:22][C:17]1[NH:18][C:19]2[C:15]([CH:16]=1)=[CH:14][C:13]([O:12][C:6]1[C:5]3[C:10](=[CH:11][C:2]([O:1][CH2:24][CH2:25][N:26]4[CH2:31][CH2:30][O:29][CH2:28][CH2:27]4)=[CH:3][CH:4]=3)[N:9]=[CH:8][N:7]=1)=[CH:21][CH:20]=2.